This data is from Catalyst prediction with 721,799 reactions and 888 catalyst types from USPTO. The task is: Predict which catalyst facilitates the given reaction. (1) Reactant: C([NH:8][C:9]1[C:10]([Cl:37])=[C:11]([N:18]2[CH2:23][CH2:22][C@H:21]([NH:24][C:25](=[O:28])[O:26][CH3:27])[C@@H:20]([O:29][Si:30]([C:33]([CH3:36])([CH3:35])[CH3:34])([CH3:32])[CH3:31])[CH2:19]2)[CH:12]=[C:13]([C:15](=[O:17])[NH2:16])[CH:14]=1)(OC(C)(C)C)=O.FC(F)(F)C(O)=O. Product: [NH2:8][C:9]1[C:10]([Cl:37])=[C:11]([N:18]2[CH2:23][CH2:22][C@H:21]([NH:24][C:25](=[O:28])[O:26][CH3:27])[C@@H:20]([O:29][Si:30]([C:33]([CH3:35])([CH3:34])[CH3:36])([CH3:31])[CH3:32])[CH2:19]2)[CH:12]=[C:13]([C:15](=[O:17])[NH2:16])[CH:14]=1. The catalyst class is: 344. (2) Reactant: [C:1]([O:5][C:6](=[O:41])[CH2:7][CH2:8][S:9][CH2:10][C:11]1[CH:12]=[C:13]([CH:38]=[CH:39][CH:40]=1)[C:14]([NH:16][C:17]1[CH:22]=[CH:21][C:20]([N:23]2[CH2:28][CH2:27][CH2:26][CH2:25][CH2:24]2)=[CH:19][C:18]=1[C:29]1[CH:30]=[C:31]([CH:35]=[CH:36][N:37]=1)[C:32](O)=[O:33])=[O:15])([CH3:4])([CH3:3])[CH3:2].[N:42]1([C:47]2[CH:52]=[CH:51][C:50]([CH2:53][NH2:54])=[CH:49][CH:48]=2)[CH:46]=[CH:45][CH:44]=[N:43]1.CCN=C=NCCCN(C)C.Cl. Product: [N:42]1([C:47]2[CH:52]=[CH:51][C:50]([CH2:53][NH:54][C:32]([C:31]3[CH:35]=[CH:36][N:37]=[C:29]([C:18]4[CH:19]=[C:20]([N:23]5[CH2:28][CH2:27][CH2:26][CH2:25][CH2:24]5)[CH:21]=[CH:22][C:17]=4[NH:16][C:14]([C:13]4[CH:12]=[C:11]([CH:40]=[CH:39][CH:38]=4)[CH2:10][S:9][CH2:8][CH2:7][C:6]([O:5][C:1]([CH3:3])([CH3:4])[CH3:2])=[O:41])=[O:15])[CH:30]=3)=[O:33])=[CH:49][CH:48]=2)[CH:46]=[CH:45][CH:44]=[N:43]1. The catalyst class is: 119. (3) Reactant: C([Li:5])CCC.Br[C:7]1[CH:12]=[C:11]([F:13])[C:10]([Cl:14])=[CH:9][C:8]=1[O:15][CH2:16][O:17][CH3:18].[C:19](=[O:21])=[O:20]. Product: [Cl:14][C:10]1[C:11]([F:13])=[CH:12][C:7]([C:19]([O-:21])=[O:20])=[C:8]([O:15][CH2:16][O:17][CH3:18])[CH:9]=1.[Li+:5]. The catalyst class is: 27. (4) Reactant: [H-].[Na+].O1C[CH2:6][CH2:5][CH2:4]1.[Br:8][C:9]1[CH:14]=[CH:13][C:12]([CH2:15][CH2:16][OH:17])=[CH:11][CH:10]=1.ICCC. Product: [Br:8][C:9]1[CH:14]=[CH:13][C:12]([CH2:15][CH2:16][O:17][CH2:4][CH2:5][CH3:6])=[CH:11][CH:10]=1. The catalyst class is: 9. (5) Reactant: [CH3:1][N:2]1[C:6]2([CH2:10][CH2:9][C@@H:8]([C:11]([O:13]CC3C=CC=CC=3)=[O:12])[CH2:7]2)[C:5](=[O:21])[NH:4][C:3]1=[O:22]. Product: [CH3:1][N:2]1[C:6]2([CH2:10][CH2:9][C@@H:8]([C:11]([OH:13])=[O:12])[CH2:7]2)[C:5](=[O:21])[NH:4][C:3]1=[O:22]. The catalyst class is: 78. (6) Reactant: O[CH2:2][C:3]1[C:4]([C:16]2[CH:21]=[CH:20][C:19]([O:22][CH2:23][O:24][CH3:25])=[CH:18][C:17]=2[O:26][CH3:27])=[CH:5][CH:6]=[C:7]2[C:12]=1[NH:11][C:10](=[O:13])[C:9]([CH3:15])([CH3:14])[NH:8]2.C(N(CC)CC)C.CS([Cl:39])(=O)=O. Product: [Cl:39][CH2:2][C:3]1[C:4]([C:16]2[CH:21]=[CH:20][C:19]([O:22][CH2:23][O:24][CH3:25])=[CH:18][C:17]=2[O:26][CH3:27])=[CH:5][CH:6]=[C:7]2[C:12]=1[NH:11][C:10](=[O:13])[C:9]([CH3:15])([CH3:14])[NH:8]2. The catalyst class is: 4. (7) Reactant: [C:1]([C:5]1[O:9][N:8]=[C:7]([NH:10][C:11]([CH:13]2[O:18][CH2:17][CH2:16][NH:15][CH2:14]2)=[O:12])[CH:6]=1)([CH3:4])([CH3:3])[CH3:2].Cl.Br[C:21]1[CH:26]=[CH:25][C:24]([C:27]([F:30])([F:29])[F:28])=[CH:23][N:22]=1.C(N(CC)CC)C. Product: [C:1]([C:5]1[O:9][N:8]=[C:7]([NH:10][C:11]([CH:13]2[O:18][CH2:17][CH2:16][N:15]([C:21]3[CH:26]=[CH:25][C:24]([C:27]([F:30])([F:29])[F:28])=[CH:23][N:22]=3)[CH2:14]2)=[O:12])[CH:6]=1)([CH3:4])([CH3:2])[CH3:3]. The catalyst class is: 107. (8) Reactant: C(N(CC)C(C)C)(C)C.[NH2:10][C:11]1[S:12][CH:13]=[C:14]([C:16]2[CH:21]=[CH:20][C:19]([C:22]3([C:25]([OH:27])=O)[CH2:24][CH2:23]3)=[CH:18][CH:17]=2)[N:15]=1.[C@]12(CS(O)(=O)=O)C(C)(C)C(CC1)CC2=O.[NH:43]1[CH2:47][CH2:46][C:45]2([C:51]3[CH:52]=[CH:53][CH:54]=[CH:55][C:50]=3[C:49](=[O:56])[O:48]2)[CH2:44]1.F[P-](F)(F)(F)(F)F.N1(O[P+](N(C)C)(N(C)C)N(C)C)C2C=CC=CC=2N=N1. Product: [NH2:10][C:11]1[S:12][CH:13]=[C:14]([C:16]2[CH:17]=[CH:18][C:19]([C:22]3([C:25]([N:43]4[CH2:47][CH2:46][C@@:45]5([C:51]6[CH:52]=[CH:53][CH:54]=[CH:55][C:50]=6[C:49](=[O:56])[O:48]5)[CH2:44]4)=[O:27])[CH2:23][CH2:24]3)=[CH:20][CH:21]=2)[N:15]=1. The catalyst class is: 3.